Dataset: Catalyst prediction with 721,799 reactions and 888 catalyst types from USPTO. Task: Predict which catalyst facilitates the given reaction. (1) Reactant: C[O:2][C:3](=[O:37])[C:4]1[CH:9]=[CH:8][CH:7]=[C:6]([CH:10]=[CH:11][C:12]2[CH:17]=[CH:16][C:15]([O:18][CH2:19][C:20]3[N:21]([C:28]4[C:33]([Cl:34])=[CH:32][CH:31]=[CH:30][C:29]=4[Cl:35])[N:22]=[N:23][C:24]=3[CH:25]([CH3:27])[CH3:26])=[CH:14][C:13]=2[Cl:36])[CH:5]=1.[OH-].[Na+]. Product: [Cl:36][C:13]1[CH:14]=[C:15]([O:18][CH2:19][C:20]2[N:21]([C:28]3[C:33]([Cl:34])=[CH:32][CH:31]=[CH:30][C:29]=3[Cl:35])[N:22]=[N:23][C:24]=2[CH:25]([CH3:26])[CH3:27])[CH:16]=[CH:17][C:12]=1[CH:11]=[CH:10][C:6]1[CH:5]=[C:4]([CH:9]=[CH:8][CH:7]=1)[C:3]([OH:37])=[O:2]. The catalyst class is: 5. (2) Reactant: [NH2:1][C:2]1[CH:3]=[N:4][C:5]2[C:10]([C:11]=1[NH:12][CH2:13][CH2:14][CH2:15][OH:16])=[CH:9][CH:8]=[C:7]([Br:17])[CH:6]=2.Cl.N1C=[CH:23][CH:22]=[CH:21][CH:20]=1.C(OC)(OC)(OC)CCC. Product: [Br:17][C:7]1[CH:8]=[CH:9][C:10]2[C:11]3[N:12]([CH2:13][CH2:14][CH2:15][OH:16])[C:20]([CH2:21][CH2:22][CH3:23])=[N:1][C:2]=3[CH:3]=[N:4][C:5]=2[CH:6]=1. The catalyst class is: 11. (3) Reactant: [CH3:1][N:2]([S:9]([C:12]1[CH:17]=[CH:16][C:15]([F:18])=[CH:14][CH:13]=1)(=[O:11])=[O:10])[C:3]1([C:6]([OH:8])=O)[CH2:5][CH2:4]1.CCOC(OC(OCC)=O)=O.[F:30][C:31]([F:48])([F:47])[O:32][C:33]1[CH:38]=[CH:37][C:36]([C:39]2[CH:40]=[C:41]([CH2:45][NH2:46])[CH:42]=[CH:43][CH:44]=2)=[CH:35][CH:34]=1. Product: [F:18][C:15]1[CH:16]=[CH:17][C:12]([S:9]([N:2]([CH3:1])[C:3]2([C:6]([NH:46][CH2:45][C:41]3[CH:42]=[CH:43][CH:44]=[C:39]([C:36]4[CH:37]=[CH:38][C:33]([O:32][C:31]([F:30])([F:47])[F:48])=[CH:34][CH:35]=4)[CH:40]=3)=[O:8])[CH2:4][CH2:5]2)(=[O:11])=[O:10])=[CH:13][CH:14]=1. The catalyst class is: 1.